Dataset: Full USPTO retrosynthesis dataset with 1.9M reactions from patents (1976-2016). Task: Predict the reactants needed to synthesize the given product. (1) The reactants are: I[C:2]1[CH:7]=[CH:6][C:5]([C:8]2[CH:13]=[C:12]([C:14]3[CH:19]=[CH:18][C:17](I)=[CH:16][CH:15]=3)[CH:11]=[C:10]([C:21]3[CH:26]=[CH:25][C:24](I)=[CH:23][CH:22]=3)[CH:9]=2)=[CH:4][CH:3]=1.[C:28]1([CH3:42])[CH:33]=[CH:32][C:31]([NH:34][C:35]2[CH:40]=[CH:39][C:38]([CH3:41])=[CH:37][CH:36]=2)=[CH:30][CH:29]=1.C(=O)([O-])[O-].[K+].[K+]. Given the product [C:38]1([CH3:41])[CH:39]=[CH:40][C:35]([N:34]([C:2]2[CH:7]=[CH:6][C:5]([C:8]3[CH:13]=[C:12]([C:14]4[CH:19]=[CH:18][C:17]([N:34]([C:31]5[CH:30]=[CH:29][C:28]([CH3:42])=[CH:33][CH:32]=5)[C:35]5[CH:40]=[CH:39][C:38]([CH3:41])=[CH:37][CH:36]=5)=[CH:16][CH:15]=4)[CH:11]=[C:10]([C:21]4[CH:26]=[CH:25][C:24]([N:34]([C:35]5[CH:36]=[CH:37][C:38]([CH3:41])=[CH:39][CH:40]=5)[C:31]5[CH:30]=[CH:29][C:28]([CH3:42])=[CH:33][CH:32]=5)=[CH:23][CH:22]=4)[CH:9]=3)=[CH:4][CH:3]=2)[C:31]2[CH:30]=[CH:29][C:28]([CH3:42])=[CH:33][CH:32]=2)=[CH:36][CH:37]=1, predict the reactants needed to synthesize it. (2) Given the product [CH2:45]([O:44][C:42]([C:2]1[C:18]([O:19][CH2:20][C@@H:21]([N:26]2[C:34](=[O:35])[C:33]3[C:28](=[CH:29][CH:30]=[CH:31][CH:32]=3)[C:27]2=[O:36])[CH2:22][CH:23]([CH3:25])[CH3:24])=[CH:17][C:5]2[N:6]([CH3:16])[C:7](=[O:15])[C:8]3[C:13]([C:4]=2[CH:3]=1)=[CH:12][CH:11]=[N:10][C:9]=3[CH3:14])=[CH2:43])[CH3:46], predict the reactants needed to synthesize it. The reactants are: Br[C:2]1[C:18]([O:19][CH2:20][C@@H:21]([N:26]2[C:34](=[O:35])[C:33]3[C:28](=[CH:29][CH:30]=[CH:31][CH:32]=3)[C:27]2=[O:36])[CH2:22][CH:23]([CH3:25])[CH3:24])=[CH:17][C:5]2[N:6]([CH3:16])[C:7](=[O:15])[C:8]3[C:13]([C:4]=2[CH:3]=1)=[CH:12][CH:11]=[N:10][C:9]=3[CH3:14].C([Sn](CCCC)(CCCC)[C:42]([O:44][CH2:45][CH3:46])=[CH2:43])CCC. (3) Given the product [C:39]([C:25]1[CH:26]=[C:21]([C:13]2[CH:14]=[CH:15][C:16]([C:18]3[NH:20][N:3]=[N:2][N:1]=3)=[CH:17][CH:12]=2)[CH:22]=[CH:23][C:24]=1[C:27]1[S:28][CH:29]=[CH:30][C:31]=1[NH:32][S:33]([CH:36]([CH3:38])[CH3:37])(=[O:35])=[O:34])#[N:41], predict the reactants needed to synthesize it. The reactants are: [N-:1]=[N+:2]=[N-:3].[Na+].[Si](Cl)(Cl)(Cl)Cl.C([C:12]1[CH:17]=[C:16]([C:18]([NH2:20])=O)[CH:15]=[CH:14][C:13]=1[C:21]1[CH:26]=[CH:25][C:24]([C:27]2[S:28][CH:29]=[CH:30][C:31]=2[NH:32][S:33]([CH:36]([CH3:38])[CH3:37])(=[O:35])=[O:34])=[CH:23][CH:22]=1)#N.[C:39](#[N:41])C. (4) Given the product [Br:1][C:2]1[CH:3]=[C:4]([CH:9]=[CH:10][C:11]=1[O:12][CH2:16][CH:13]1[CH2:15][CH2:14]1)[C:5]([O:7][CH3:8])=[O:6], predict the reactants needed to synthesize it. The reactants are: [Br:1][C:2]1[CH:3]=[C:4]([CH:9]=[CH:10][C:11]=1[OH:12])[C:5]([O:7][CH3:8])=[O:6].[CH:13]1([CH2:16]Br)[CH2:15][CH2:14]1.BrC1C=C(C=C(OC(C)C)C=1)C(OC)=O. (5) Given the product [O:1]1[C:5]2[CH:6]=[C:7]([CH:69]=[O:70])[CH:8]=[CH:9][C:4]=2[CH:3]=[CH:2]1, predict the reactants needed to synthesize it. The reactants are: [O:1]1[C:5]2[CH:6]=[C:7](OS(C(F)(F)F)(=O)=O)[CH:8]=[CH:9][C:4]=2[CH:3]=[CH:2]1.C1(P(CCC)C2C=CC=CC=2)C=CC=CC=1.C(N(CC)CC)C.C([SiH](CCCCCCCC)CCCCCCCC)CCCCCCC.CN([CH:69]=[O:70])C.